The task is: Predict which catalyst facilitates the given reaction.. This data is from Catalyst prediction with 721,799 reactions and 888 catalyst types from USPTO. Reactant: [OH:1][CH2:2][CH:3]1[CH2:8][CH2:7][CH2:6][NH:5][CH2:4]1.[C:9](O[C:9]([O:11][C:12]([CH3:15])([CH3:14])[CH3:13])=[O:10])([O:11][C:12]([CH3:15])([CH3:14])[CH3:13])=[O:10]. Product: [C:12]([O:11][C:9]([N:5]1[CH2:6][CH2:7][CH2:8][CH:3]([CH2:2][OH:1])[CH2:4]1)=[O:10])([CH3:15])([CH3:14])[CH3:13]. The catalyst class is: 616.